From a dataset of CYP3A4 inhibition data for predicting drug metabolism from PubChem BioAssay. Regression/Classification. Given a drug SMILES string, predict its absorption, distribution, metabolism, or excretion properties. Task type varies by dataset: regression for continuous measurements (e.g., permeability, clearance, half-life) or binary classification for categorical outcomes (e.g., BBB penetration, CYP inhibition). Dataset: cyp3a4_veith. The drug is Nc1n[nH]c(-c2ccccc2)n1. The result is 0 (non-inhibitor).